This data is from Catalyst prediction with 721,799 reactions and 888 catalyst types from USPTO. The task is: Predict which catalyst facilitates the given reaction. Reactant: Cl.[F:2][C:3]1[C:8]([F:9])=[CH:7][CH:6]=[CH:5][C:4]=1[C@H:10]1[CH2:16][N:15]2[C:17]([CH:20]3[CH2:24][CH2:23][O:22][CH2:21]3)=[CH:18][N:19]=[C:14]2[C@H:13]([NH:25]C(=O)OC(C)(C)C)[CH2:12][CH2:11]1. Product: [F:2][C:3]1[C:8]([F:9])=[CH:7][CH:6]=[CH:5][C:4]=1[C@H:10]1[CH2:16][N:15]2[C:17]([CH:20]3[CH2:24][CH2:23][O:22][CH2:21]3)=[CH:18][N:19]=[C:14]2[C@H:13]([NH2:25])[CH2:12][CH2:11]1. The catalyst class is: 12.